From a dataset of Forward reaction prediction with 1.9M reactions from USPTO patents (1976-2016). Predict the product of the given reaction. Given the reactants [CH3:1][CH:2]([C:4]1[CH:5]=[C:6]([S:10](Cl)(=[O:12])=[O:11])[CH:7]=[CH:8][CH:9]=1)[CH3:3].[I:14][C:15]1[CH:21]=[C:20]([C:22]([F:25])([F:24])[F:23])[CH:19]=[CH:18][C:16]=1[NH2:17].[OH-].[K+].Cl, predict the reaction product. The product is: [I:14][C:15]1[CH:21]=[C:20]([C:22]([F:24])([F:25])[F:23])[CH:19]=[CH:18][C:16]=1[NH:17][S:10]([C:6]1[CH:7]=[CH:8][CH:9]=[C:4]([CH:2]([CH3:3])[CH3:1])[CH:5]=1)(=[O:12])=[O:11].